Dataset: Peptide-MHC class II binding affinity with 134,281 pairs from IEDB. Task: Regression. Given a peptide amino acid sequence and an MHC pseudo amino acid sequence, predict their binding affinity value. This is MHC class II binding data. The peptide sequence is PNRDGDSYYYSEPTS. The MHC is DRB1_0301 with pseudo-sequence DRB1_0301. The binding affinity (normalized) is 0.166.